This data is from Forward reaction prediction with 1.9M reactions from USPTO patents (1976-2016). The task is: Predict the product of the given reaction. (1) Given the reactants [OH:1][CH:2]([C:6]1[CH:11]=[CH:10][C:9]([C:12]2[N:16]=[C:15]([C:17]3[O:21][N:20]=[C:19]([C:22]4[CH:27]=[CH:26][CH:25]=[CH:24][CH:23]=4)[C:18]=3[C:28]([F:31])([F:30])[F:29])[O:14][N:13]=2)=[CH:8][CH:7]=1)[C:3](O)=[O:4].C[N:33]1CCO[CH2:35][CH2:34]1.CN(C(ON1N=NC2C=CC=NC1=2)=[N+](C)C)C.F[P-](F)(F)(F)(F)F, predict the reaction product. The product is: [CH2:34]([NH:33][C:3](=[O:4])[CH:2]([OH:1])[C:6]1[CH:7]=[CH:8][C:9]([C:12]2[N:16]=[C:15]([C:17]3[O:21][N:20]=[C:19]([C:22]4[CH:23]=[CH:24][CH:25]=[CH:26][CH:27]=4)[C:18]=3[C:28]([F:31])([F:29])[F:30])[O:14][N:13]=2)=[CH:10][CH:11]=1)[CH3:35]. (2) Given the reactants [Cl:1][C:2]1[CH:7]=[CH:6][C:5]([OH:8])=[C:4]([C:9]#[N:10])[CH:3]=1.[H-].[Na+].Br[CH2:14][C:15]([O:17][CH2:18][CH3:19])=[O:16].Cl, predict the reaction product. The product is: [Cl:1][C:2]1[CH:7]=[CH:6][C:5]([O:8][CH2:14][C:15]([O:17][CH2:18][CH3:19])=[O:16])=[C:4]([C:9]#[N:10])[CH:3]=1. (3) The product is: [C:3]([OH:2])(=[O:32])/[CH:11]=[CH:10]/[C:12]([OH:14])=[O:15].[CH3:1][O:2][C:3]1[CH:11]=[CH:10][C:9]2[CH:20]([C:21]3[CH:26]=[CH:25][CH:24]=[CH:23][CH:22]=3)[CH2:19][CH2:18][N:29]([CH3:28])[CH2:6][C:5]=2[CH:4]=1. Given the reactants [CH3:1][O:2][C:3]1[CH:4]=[C:5]([CH:9]=[CH:10][CH:11]=1)[CH2:6]CN.[C:12](=[O:15])([O-:14])[O-].[Cs+].[Cs+].[CH2:18](Br)[CH:19]=[CH:20][C:21]1[CH:26]=[CH:25][CH:24]=[CH:23][CH:22]=1.[CH3:28][N:29](C=[O:32])C, predict the reaction product. (4) Given the reactants [F:1][CH:2]([F:51])[C:3]1[N:7]([C:8]2[N:13]=[C:12]([N:14]3[CH2:19][CH2:18][O:17][CH2:16][CH2:15]3)[N:11]=[C:10]([O:20][C@H:21]3[CH2:26][CH2:25][C@H:24]([N:27]4[CH2:31][CH2:30][C@H:29]([NH:32][C:33](=[O:45])[O:34][CH2:35][CH2:36][O:37]CC5C=CC=CC=5)[C:28]4=[O:46])[CH2:23][CH2:22]3)[CH:9]=2)[C:6]2[CH:47]=[CH:48][CH:49]=[CH:50][C:5]=2[N:4]=1, predict the reaction product. The product is: [F:51][CH:2]([F:1])[C:3]1[N:7]([C:8]2[N:13]=[C:12]([N:14]3[CH2:15][CH2:16][O:17][CH2:18][CH2:19]3)[N:11]=[C:10]([O:20][C@H:21]3[CH2:22][CH2:23][C@H:24]([N:27]4[CH2:31][CH2:30][C@H:29]([NH:32][C:33](=[O:45])[O:34][CH2:35][CH2:36][OH:37])[C:28]4=[O:46])[CH2:25][CH2:26]3)[CH:9]=2)[C:6]2[CH:47]=[CH:48][CH:49]=[CH:50][C:5]=2[N:4]=1. (5) The product is: [NH:4]1[C:12]2[C:7](=[CH:8][CH:9]=[CH:10][CH:11]=2)[C:6]([C@@H:13]2[C:21]3[C:16](=[CH:17][CH:18]=[CH:19][CH:20]=3)[C@H:15]([OH:22])[CH2:14]2)=[CH:5]1. Given the reactants C[O-].[Na+].[NH:4]1[C:12]2[C:7](=[CH:8][CH:9]=[CH:10][CH:11]=2)[C:6]([C@@H:13]2[C:21]3[C:16](=[CH:17][CH:18]=[CH:19][CH:20]=3)[C@H:15]([O:22]C(=O)CCC)[CH2:14]2)=[CH:5]1.[NH4+].[Cl-].O, predict the reaction product. (6) Given the reactants [CH2:1]([O:4][CH2:5][C:6]([CH3:9])([OH:8])[CH3:7])[CH:2]=[CH2:3].C(=O)(O)[O-].[Na+].[I:15]I.C(N(CC)CC)C.C(=O)([O-])[O-].[K+].[K+], predict the reaction product. The product is: [I:15][CH2:3][CH:2]1[O:8][C:6]([CH3:9])([CH3:7])[CH2:5][O:4][CH2:1]1. (7) Given the reactants [Br:1][C:2]1[CH:3]=[C:4]2[C:9](=[C:10]([O:12][CH3:13])[CH:11]=1)[N:8]=[C:7](Cl)[N:6]=[C:5]2[N:15]1[CH2:20][CH2:19][O:18][CH2:17][CH2:16]1.C(=O)([O-])[O-].[K+].[K+].[F:27][CH:28]([F:38])[C:29]1[NH:33][C:32]2[CH:34]=[CH:35][CH:36]=[CH:37][C:31]=2[N:30]=1, predict the reaction product. The product is: [Br:1][C:2]1[CH:3]=[C:4]2[C:9](=[C:10]([O:12][CH3:13])[CH:11]=1)[N:8]=[C:7]([N:30]1[C:31]3[CH:37]=[CH:36][CH:35]=[CH:34][C:32]=3[N:33]=[C:29]1[CH:28]([F:27])[F:38])[N:6]=[C:5]2[N:15]1[CH2:20][CH2:19][O:18][CH2:17][CH2:16]1.